From a dataset of Forward reaction prediction with 1.9M reactions from USPTO patents (1976-2016). Predict the product of the given reaction. The product is: [N:12]1([C@H:9]2[CH2:8][CH2:7][C@H:6]([C:4]([OH:5])=[O:3])[CH2:11][CH2:10]2)[CH:16]=[CH:15][CH:14]=[N:13]1. Given the reactants C([O:3][C:4]([C@H:6]1[CH2:11][CH2:10][C@H:9]([N:12]2[CH:16]=[CH:15][CH:14]=[N:13]2)[CH2:8][CH2:7]1)=[O:5])C.[OH-].[Na+].Cl, predict the reaction product.